From a dataset of Peptide-MHC class I binding affinity with 185,985 pairs from IEDB/IMGT. Regression. Given a peptide amino acid sequence and an MHC pseudo amino acid sequence, predict their binding affinity value. This is MHC class I binding data. (1) The MHC is HLA-B40:01 with pseudo-sequence HLA-B40:01. The binding affinity (normalized) is 0.194. The peptide sequence is VLTLLLLLV. (2) The peptide sequence is TLLPLTQYNR. The MHC is HLA-A68:01 with pseudo-sequence HLA-A68:01. The binding affinity (normalized) is 0.248. (3) The peptide sequence is AALLDGGNM. The MHC is H-2-Kb with pseudo-sequence H-2-Kb. The binding affinity (normalized) is 0.160. (4) The peptide sequence is GRQEKNPAL. The MHC is HLA-B44:02 with pseudo-sequence HLA-B44:02. The binding affinity (normalized) is 0.0847. (5) The peptide sequence is SQLEMCEKY. The MHC is HLA-A03:01 with pseudo-sequence HLA-A03:01. The binding affinity (normalized) is 0.0847. (6) The peptide sequence is EELSLMYETL. The MHC is HLA-B40:01 with pseudo-sequence HLA-B40:01. The binding affinity (normalized) is 0.144. (7) The peptide sequence is IVADDLTAA. The MHC is H-2-Kd with pseudo-sequence H-2-Kd. The binding affinity (normalized) is 0. (8) The peptide sequence is YLPYDIFCR. The binding affinity (normalized) is 0.0847. The MHC is HLA-A03:01 with pseudo-sequence HLA-A03:01. (9) The peptide sequence is RHYKRWPFY. The MHC is HLA-B15:01 with pseudo-sequence HLA-B15:01. The binding affinity (normalized) is 0.0847. (10) The peptide sequence is FLIGELANL. The MHC is HLA-A02:01 with pseudo-sequence HLA-A02:01. The binding affinity (normalized) is 0.0847.